From a dataset of Catalyst prediction with 721,799 reactions and 888 catalyst types from USPTO. Predict which catalyst facilitates the given reaction. (1) Reactant: [SH:1][C:2]1[NH:3][C:4]2[C:9]([CH:10]=1)=[CH:8][CH:7]=[CH:6][CH:5]=2.Cl[N:12]1[CH:17]=[CH:16][CH:15]=[C:14]([O:18][CH3:19])[NH:13]1.C(=O)([O-])[O-].[K+].[K+]. Product: [CH3:19][O:18][C:14]1[N:13]=[N:12][C:17]([S:1][C:2]2[NH:3][C:4]3[C:9]([CH:10]=2)=[CH:8][CH:7]=[CH:6][CH:5]=3)=[CH:16][CH:15]=1. The catalyst class is: 21. (2) Reactant: [C:1]([C:3]1[N:8]=[CH:7][C:6]([CH2:9][N:10]=[N+]=[N-])=[CH:5][CH:4]=1)#[N:2].C1(P(C2C=CC=CC=2)C2C=CC=CC=2)C=CC=CC=1. Product: [C:1]([C:3]1[N:8]=[CH:7][C:6]([CH2:9][NH2:10])=[CH:5][CH:4]=1)#[N:2]. The catalyst class is: 6. (3) Reactant: C(O[B:5]1[O:9][C:8]([CH3:11])([CH3:10])[C:7]([CH3:13])([CH3:12])[O:6]1)(C)C.[CH3:14][O:15][C:16]1[CH:30]=[CH:29][C:19]([CH2:20][N:21]2[CH:25]=[C:24](I)[C:23]([CH2:27][OH:28])=[N:22]2)=[CH:18][CH:17]=1.[Li]CCCC. Product: [CH3:14][O:15][C:16]1[CH:17]=[CH:18][C:19]([CH2:20][N:21]2[CH:25]=[C:24]([B:5]3[O:6][C:7]([CH3:12])([CH3:13])[C:8]([CH3:10])([CH3:11])[O:9]3)[C:23]([CH2:27][OH:28])=[N:22]2)=[CH:29][CH:30]=1. The catalyst class is: 1. (4) Reactant: [Li+].C[Si]([N-][Si](C)(C)C)(C)C.[CH3:11][O:12][C:13]1[CH:33]=[CH:32][CH:31]=[CH:30][C:14]=1[CH2:15]S(C1N(C2C=CC=CC=2)N=NN=1)(=O)=O.[O:34]=[C:35]1[O:39][CH2:38][C@:37]2([CH2:43][CH2:42][C@H:41]([C:44]3[CH:45]=[C:46]4[C:51](=[CH:52][CH:53]=3)[CH2:50][C@H:49]([CH:54]=O)[CH2:48][CH2:47]4)[CH2:40]2)[NH:36]1. Product: [CH3:11][O:12][C:13]1[CH:33]=[CH:32][CH:31]=[CH:30][C:14]=1/[CH:15]=[CH:54]/[C@@H:49]1[CH2:48][CH2:47][C:46]2[CH:45]=[C:44]([C@H:41]3[CH2:42][CH2:43][C@@:37]4([NH:36][C:35](=[O:34])[O:39][CH2:38]4)[CH2:40]3)[CH:53]=[CH:52][C:51]=2[CH2:50]1. The catalyst class is: 118.